Dataset: Blood-brain barrier permeability classification from the B3DB database. Task: Regression/Classification. Given a drug SMILES string, predict its absorption, distribution, metabolism, or excretion properties. Task type varies by dataset: regression for continuous measurements (e.g., permeability, clearance, half-life) or binary classification for categorical outcomes (e.g., BBB penetration, CYP inhibition). Dataset: b3db_classification. (1) The drug is O=C1CC[C@H]2[C@@H]3Cc4cccc(O)c4[C@]2(CCN3CC2CC2)C1. The result is 1 (penetrates BBB). (2) The molecule is Cc1nccnc1N1CCCCC1. The result is 1 (penetrates BBB). (3) The molecule is OC[C@H]1O[C@@H](n2cnc3c2NC=NC[C@H]3O)CC1O. The result is 1 (penetrates BBB).